From a dataset of Catalyst prediction with 721,799 reactions and 888 catalyst types from USPTO. Predict which catalyst facilitates the given reaction. (1) Reactant: [CH3:1][C:2]1[N:3]=[C:4]2[CH:9]=[N:8][CH:7]=[CH:6][N:5]2[CH:10]=1.[Br:11]N1C(=O)CCC1=O.C1(=O)NC(=O)CC1. Product: [Br:11][C:10]1[N:5]2[CH:6]=[CH:7][N:8]=[CH:9][C:4]2=[N:3][C:2]=1[CH3:1]. The catalyst class is: 452. (2) Reactant: [Cl:1][C:2]1[N:10]=[CH:9][CH:8]=[CH:7][C:3]=1[C:4](O)=[O:5].C(Cl)(=O)C([Cl:14])=O.CN(C=O)C. Product: [Cl:1][C:2]1[N:10]=[CH:9][CH:8]=[CH:7][C:3]=1[C:4]([Cl:14])=[O:5]. The catalyst class is: 4.